Task: Predict which catalyst facilitates the given reaction.. Dataset: Catalyst prediction with 721,799 reactions and 888 catalyst types from USPTO (1) Reactant: [C:1]([C:3]1[C:4]([NH:19][C:20]2[CH:21]=[C:22]([CH:28]=[CH:29][C:30]=2[CH3:31])[C:23]([NH:25][O:26][CH3:27])=[O:24])=[N:5][C:6](S(C)=O)=[N:7][C:8]=1[N:9]([CH2:11][C:12]([CH3:15])([CH3:14])[CH3:13])[CH3:10])#[N:2].C([N:39]1[CH2:43][CH2:42][C@@H:41]([NH2:44])[CH2:40]1)(OC(C)(C)C)=O.CCN(C(C)C)C(C)C. Product: [C:1]([C:3]1[C:4]([NH:19][C:20]2[CH:21]=[C:22]([CH:28]=[CH:29][C:30]=2[CH3:31])[C:23]([NH:25][O:26][CH3:27])=[O:24])=[N:5][C:6]([NH:44][CH:41]2[CH2:42][CH2:43][NH:39][CH2:40]2)=[N:7][C:8]=1[N:9]([CH2:11][C:12]([CH3:15])([CH3:14])[CH3:13])[CH3:10])#[N:2]. The catalyst class is: 12. (2) Reactant: [CH3:1][C:2]1[CH:3]=[C:4]([CH:25]=[CH:26][CH:27]=1)[C:5]([C:7]1[C:15]2[CH:14]=[CH:13][C:12](=[O:16])[N:11]([C:17]3[CH:22]=[CH:21][CH:20]=[CH:19][CH:18]=3)[C:10]=2[S:9][C:8]=1[C:23]#[N:24])=[O:6].[OH-:28].[Na+].Cl. Product: [CH3:1][C:2]1[CH:3]=[C:4]([CH:25]=[CH:26][CH:27]=1)[C:5]([C:7]1[C:15]2[CH:14]=[CH:13][C:12](=[O:16])[N:11]([C:17]3[CH:18]=[CH:19][CH:20]=[CH:21][CH:22]=3)[C:10]=2[S:9][C:8]=1[C:23]([NH2:24])=[O:28])=[O:6]. The catalyst class is: 14. (3) Reactant: C(O[CH:6]([O:17]CCCC)[C:7]1[CH:12]=[C:11]([CH3:13])[CH:10]=[CH:9][C:8]=1[N+:14]([O-])=O)CCC.[CH:22]([Mg]Br)=[CH2:23].[Cl-].[NH4+]. Product: [CH3:13][C:11]1[CH:10]=[C:9]2[C:8](=[C:7]([CH:6]=[O:17])[CH:12]=1)[NH:14][CH:23]=[CH:22]2. The catalyst class is: 7. (4) Reactant: [OH:1][C@:2]1([CH3:20])[CH2:6][CH2:5][C@@H:4]([NH:7]C(=O)OCC2C=CC=CC=2)[C:3]1([CH3:19])[CH3:18]. Product: [NH2:7][C@@H:4]1[CH2:5][CH2:6][C@@:2]([CH3:20])([OH:1])[C:3]1([CH3:19])[CH3:18]. The catalyst class is: 43.